Dataset: NCI-60 drug combinations with 297,098 pairs across 59 cell lines. Task: Regression. Given two drug SMILES strings and cell line genomic features, predict the synergy score measuring deviation from expected non-interaction effect. Drug 1: CNC(=O)C1=CC=CC=C1SC2=CC3=C(C=C2)C(=NN3)C=CC4=CC=CC=N4. Drug 2: CC(C)CN1C=NC2=C1C3=CC=CC=C3N=C2N. Cell line: MOLT-4. Synergy scores: CSS=-2.28, Synergy_ZIP=2.38, Synergy_Bliss=2.09, Synergy_Loewe=-11.2, Synergy_HSA=0.206.